Dataset: NCI-60 drug combinations with 297,098 pairs across 59 cell lines. Task: Regression. Given two drug SMILES strings and cell line genomic features, predict the synergy score measuring deviation from expected non-interaction effect. (1) Drug 1: CNC(=O)C1=CC=CC=C1SC2=CC3=C(C=C2)C(=NN3)C=CC4=CC=CC=N4. Drug 2: C1C(C(OC1N2C=C(C(=O)NC2=O)F)CO)O. Cell line: U251. Synergy scores: CSS=49.6, Synergy_ZIP=-3.08, Synergy_Bliss=-3.41, Synergy_Loewe=-0.0347, Synergy_HSA=1.19. (2) Drug 1: CC1C(C(CC(O1)OC2CC(CC3=C2C(=C4C(=C3O)C(=O)C5=C(C4=O)C(=CC=C5)OC)O)(C(=O)CO)O)N)O.Cl. Drug 2: CN(C(=O)NC(C=O)C(C(C(CO)O)O)O)N=O. Cell line: RXF 393. Synergy scores: CSS=1.53, Synergy_ZIP=-1.02, Synergy_Bliss=-2.17, Synergy_Loewe=-5.68, Synergy_HSA=-2.87. (3) Drug 1: CN1CCC(CC1)COC2=C(C=C3C(=C2)N=CN=C3NC4=C(C=C(C=C4)Br)F)OC. Drug 2: CC1=C2C(C(=O)C3(C(CC4C(C3C(C(C2(C)C)(CC1OC(=O)C(C(C5=CC=CC=C5)NC(=O)C6=CC=CC=C6)O)O)OC(=O)C7=CC=CC=C7)(CO4)OC(=O)C)O)C)OC(=O)C. Cell line: UACC-257. Synergy scores: CSS=29.1, Synergy_ZIP=0.852, Synergy_Bliss=6.13, Synergy_Loewe=-22.1, Synergy_HSA=6.00. (4) Drug 1: C1CC(=O)NC(=O)C1N2C(=O)C3=CC=CC=C3C2=O. Drug 2: COCCOC1=C(C=C2C(=C1)C(=NC=N2)NC3=CC=CC(=C3)C#C)OCCOC.Cl. Cell line: MOLT-4. Synergy scores: CSS=-5.65, Synergy_ZIP=4.60, Synergy_Bliss=4.93, Synergy_Loewe=-5.94, Synergy_HSA=-5.79. (5) Drug 1: CCC1=CC2CC(C3=C(CN(C2)C1)C4=CC=CC=C4N3)(C5=C(C=C6C(=C5)C78CCN9C7C(C=CC9)(C(C(C8N6C)(C(=O)OC)O)OC(=O)C)CC)OC)C(=O)OC.C(C(C(=O)O)O)(C(=O)O)O. Drug 2: C1CCC(CC1)NC(=O)N(CCCl)N=O. Cell line: ACHN. Synergy scores: CSS=25.5, Synergy_ZIP=-11.8, Synergy_Bliss=-6.32, Synergy_Loewe=-23.6, Synergy_HSA=-3.90. (6) Drug 1: CC1=C(N=C(N=C1N)C(CC(=O)N)NCC(C(=O)N)N)C(=O)NC(C(C2=CN=CN2)OC3C(C(C(C(O3)CO)O)O)OC4C(C(C(C(O4)CO)O)OC(=O)N)O)C(=O)NC(C)C(C(C)C(=O)NC(C(C)O)C(=O)NCCC5=NC(=CS5)C6=NC(=CS6)C(=O)NCCC[S+](C)C)O. Drug 2: CC12CCC3C(C1CCC2O)C(CC4=C3C=CC(=C4)O)CCCCCCCCCS(=O)CCCC(C(F)(F)F)(F)F. Cell line: NCI-H322M. Synergy scores: CSS=3.69, Synergy_ZIP=-13.3, Synergy_Bliss=-25.8, Synergy_Loewe=-32.1, Synergy_HSA=-25.9. (7) Drug 1: C1CN1P(=S)(N2CC2)N3CC3. Drug 2: CC1CCC2CC(C(=CC=CC=CC(CC(C(=O)C(C(C(=CC(C(=O)CC(OC(=O)C3CCCCN3C(=O)C(=O)C1(O2)O)C(C)CC4CCC(C(C4)OC)O)C)C)O)OC)C)C)C)OC. Cell line: NCI-H460. Synergy scores: CSS=27.1, Synergy_ZIP=1.22, Synergy_Bliss=3.24, Synergy_Loewe=-0.396, Synergy_HSA=-0.0105.